From a dataset of Full USPTO retrosynthesis dataset with 1.9M reactions from patents (1976-2016). Predict the reactants needed to synthesize the given product. (1) Given the product [N+:21]([C:18]1[O:17][C:16]([C:14]([N:11]2[CH2:12][CH2:13][NH:8][CH2:9][CH2:10]2)=[O:15])=[CH:20][CH:19]=1)([O-:23])=[O:22], predict the reactants needed to synthesize it. The reactants are: C(OC([N:8]1[CH2:13][CH2:12][N:11]([C:14]([C:16]2[O:17][C:18]([N+:21]([O-:23])=[O:22])=[CH:19][CH:20]=2)=[O:15])[CH2:10][CH2:9]1)=O)(C)(C)C.C(Cl)(Cl)Cl. (2) The reactants are: [F:1][C:2]([F:13])([F:12])[C:3]1([C:6]2[S:10][C:9]([NH2:11])=[N:8][N:7]=2)[CH2:5][CH2:4]1.CN(C)[CH:16]=[O:17]. Given the product [O:17]1[CH2:16][CH2:5][CH2:4][C@@H:3]1[CH2:2][N:8]1[N:7]=[C:6]([C:3]2([C:2]([F:1])([F:12])[F:13])[CH2:5][CH2:4]2)[S:10][C:9]1=[NH:11], predict the reactants needed to synthesize it. (3) Given the product [CH3:71][N:72]([CH3:76])[CH2:73][CH2:74][NH:75][C:49]([C@:23]12[CH2:35][CH2:34][C@@H:33]([C:36]([CH2:38][N:39]([CH3:48])[C:40](=[O:47])[CH2:41][CH2:42][C:43]([O:45][CH3:46])=[O:44])=[CH2:37])[C@@H:24]1[C@@H:25]1[C@@:20]([CH3:52])([CH2:21][CH2:22]2)[C@@:19]2([CH3:53])[C@@H:28]([C@:29]3([CH3:32])[C@@H:16]([CH2:17][CH2:18]2)[C:15]([CH3:54])([CH3:55])[C:14]([C:11]2[CH:10]=[CH:9][C:8]([C:6]([O:5][C:1]([CH3:4])([CH3:3])[CH3:2])=[O:7])=[CH:13][CH:12]=2)=[CH:31][CH2:30]3)[CH2:27][CH2:26]1)=[O:50], predict the reactants needed to synthesize it. The reactants are: [C:1]([O:5][C:6]([C:8]1[CH:13]=[CH:12][C:11]([C:14]2[C:15]([CH3:55])([CH3:54])[C@H:16]3[C@:29]([CH3:32])([CH2:30][CH:31]=2)[C@@H:28]2[C@:19]([CH3:53])([C@@:20]4([CH3:52])[C@H:25]([CH2:26][CH2:27]2)[C@H:24]2[C@H:33]([C:36]([CH2:38][N:39]([CH3:48])[C:40](=[O:47])[CH2:41][CH2:42][C:43]([O:45][CH3:46])=[O:44])=[CH2:37])[CH2:34][CH2:35][C@:23]2([C:49](O)=[O:50])[CH2:22][CH2:21]4)[CH2:18][CH2:17]3)=[CH:10][CH:9]=1)=[O:7])([CH3:4])([CH3:3])[CH3:2].C(Cl)(=O)C(Cl)=O.C(N(C(C)C)CC)(C)C.[CH3:71][N:72]([CH3:76])[CH2:73][CH2:74][NH2:75].